From a dataset of Forward reaction prediction with 1.9M reactions from USPTO patents (1976-2016). Predict the product of the given reaction. Given the reactants [CH3:1][C:2]1([CH3:36])[C:26]2[C:6]([CH:7]=[C:8]3[C:25]=2[CH:24]=[C:23]2[C:10]([C:11]4[CH:12]=[CH:13][CH:14]=[CH:15][C:16]=4[C:17]4[CH:18]=[C:19](B5OC(C)(C)C(C)(C)O5)[CH:20]=[CH:21][C:22]=42)=[CH:9]3)=[CH:5][CH:4]=[CH:3]1.Br[C:38]1[CH:43]=[CH:42][C:41]([C:44]2[N:49]=[C:48]([C:50]3[CH:55]=[CH:54][CH:53]=[CH:52][CH:51]=3)[N:47]=[C:46]([C:56]3[CH:61]=[CH:60][CH:59]=[CH:58][CH:57]=3)[N:45]=2)=[CH:40][CH:39]=1.C([O-])([O-])=O.[Na+].[Na+].CCO, predict the reaction product. The product is: [CH3:36][C:2]1([CH3:1])[C:26]2[C:6]([CH:7]=[C:8]3[C:25]=2[CH:24]=[C:23]2[C:10]([C:11]4[CH:12]=[CH:13][CH:14]=[CH:15][C:16]=4[C:17]4[CH:18]=[C:19]([C:53]5[CH:52]=[CH:51][C:50]([C:48]6[N:49]=[C:44]([C:41]7[CH:42]=[CH:43][CH:38]=[CH:39][CH:40]=7)[N:45]=[C:46]([C:56]7[CH:61]=[CH:60][CH:59]=[CH:58][CH:57]=7)[N:47]=6)=[CH:55][CH:54]=5)[CH:20]=[CH:21][C:22]=42)=[CH:9]3)=[CH:5][CH:4]=[CH:3]1.